Dataset: NCI-60 drug combinations with 297,098 pairs across 59 cell lines. Task: Regression. Given two drug SMILES strings and cell line genomic features, predict the synergy score measuring deviation from expected non-interaction effect. (1) Drug 1: CC12CCC3C(C1CCC2=O)CC(=C)C4=CC(=O)C=CC34C. Drug 2: C1CCC(CC1)NC(=O)N(CCCl)N=O. Cell line: EKVX. Synergy scores: CSS=36.0, Synergy_ZIP=1.58, Synergy_Bliss=3.48, Synergy_Loewe=-10.2, Synergy_HSA=4.62. (2) Drug 1: CC1=C2C(C(=O)C3(C(CC4C(C3C(C(C2(C)C)(CC1OC(=O)C(C(C5=CC=CC=C5)NC(=O)OC(C)(C)C)O)O)OC(=O)C6=CC=CC=C6)(CO4)OC(=O)C)OC)C)OC. Drug 2: C1CC(C1)(C(=O)O)C(=O)O.[NH2-].[NH2-].[Pt+2]. Cell line: NCI-H322M. Synergy scores: CSS=41.3, Synergy_ZIP=3.22, Synergy_Bliss=3.56, Synergy_Loewe=-45.4, Synergy_HSA=4.67. (3) Drug 1: C1C(C(OC1N2C=C(C(=O)NC2=O)F)CO)O. Drug 2: CC1=C2C(C(=O)C3(C(CC4C(C3C(C(C2(C)C)(CC1OC(=O)C(C(C5=CC=CC=C5)NC(=O)OC(C)(C)C)O)O)OC(=O)C6=CC=CC=C6)(CO4)OC(=O)C)O)C)O. Cell line: SK-MEL-5. Synergy scores: CSS=11.4, Synergy_ZIP=-4.97, Synergy_Bliss=8.49, Synergy_Loewe=-10.8, Synergy_HSA=-1.09. (4) Drug 1: CN(CCCl)CCCl.Cl. Drug 2: CC(C)CN1C=NC2=C1C3=CC=CC=C3N=C2N. Cell line: CAKI-1. Synergy scores: CSS=27.7, Synergy_ZIP=-8.18, Synergy_Bliss=-4.39, Synergy_Loewe=-3.28, Synergy_HSA=-2.92. (5) Drug 1: C1=CC(=CC=C1CCC2=CNC3=C2C(=O)NC(=N3)N)C(=O)NC(CCC(=O)O)C(=O)O. Drug 2: CN1C(=O)N2C=NC(=C2N=N1)C(=O)N. Cell line: MCF7. Synergy scores: CSS=29.5, Synergy_ZIP=3.72, Synergy_Bliss=3.44, Synergy_Loewe=-10.4, Synergy_HSA=-0.0175.